From a dataset of Reaction yield outcomes from USPTO patents with 853,638 reactions. Predict the reaction yield, written as a fraction of the theoretical maximum amount of product (1.0 means a 100% yield; for example, 0.34 means a 34% yield). (1) The reactants are [CH3:1][S:2]([O:5][C:6]1[CH:11]=[CH:10][C:9]([C:12]2([C:20]3[CH:21]=[N:22][CH:23]=[C:24](Br)[CH:25]=3)[C:16](=[O:17])[N:15]([CH3:18])[C:14]([NH2:19])=[N:13]2)=[CH:8][CH:7]=1)(=[O:4])=[O:3].[F:27][C:28]1[CH:33]=[CH:32][C:31]([O:34][CH3:35])=[CH:30][C:29]=1B(O)O.C(=O)([O-])[O-].[K+].[K+]. The catalyst is O1CCCC1. The product is [CH3:1][S:2]([O:5][C:6]1[CH:11]=[CH:10][C:9]([C:12]2([C:20]3[CH:21]=[N:22][CH:23]=[C:24]([C:29]4[CH:30]=[C:31]([O:34][CH3:35])[CH:32]=[CH:33][C:28]=4[F:27])[CH:25]=3)[C:16](=[O:17])[N:15]([CH3:18])[C:14]([NH2:19])=[N:13]2)=[CH:8][CH:7]=1)(=[O:4])=[O:3]. The yield is 0.180. (2) The reactants are [F:1][C:2]1[CH:7]=[CH:6][C:5]([NH:8][C:9]([C:11]2([C:14]([OH:16])=O)[CH2:13][CH2:12]2)=[O:10])=[CH:4][CH:3]=1.C1(C(O)=O)(C(O)=O)CC1.FC1C=CC([NH2:31])=CC=1.[CH3:34][O:35][C:36]1[CH:62]=[CH:61][C:39]([CH2:40][N:41]2[C:45]3=[N:46][CH:47]=[CH:48][C:49]([O:50][C:51]4[C:56]([CH3:57])=[CH:55][C:54](N)=[C:53]([Cl:59])[CH:52]=4)=[C:44]3[C:43]([CH3:60])=[N:42]2)=[CH:38][CH:37]=1. No catalyst specified. The product is [Cl:59][C:53]1[CH:52]=[C:51]([O:50][C:49]2[CH:48]=[CH:47][N:46]=[C:45]3[N:41]([CH2:40][C:39]4[CH:61]=[CH:62][C:36]([O:35][CH3:34])=[CH:37][CH:38]=4)[N:42]=[C:43]([CH3:60])[C:44]=23)[C:56]([CH3:57])=[CH:55][C:54]=1[N:8]([C:5]1[CH:4]=[CH:3][C:2]([F:1])=[CH:7][CH:6]=1)[C:9]([C:11]1([C:14]([NH2:31])=[O:16])[CH2:12][CH2:13]1)=[O:10]. The yield is 0.170. (3) The reactants are [F:1][C:2]([F:29])([F:28])[C:3]1[CH:4]=[C:5]([CH:13]([N:16]2[C:25]3[C:20](=[CH:21][CH:22]=[CH:23][CH:24]=3)[NH:19][CH:18]([CH2:26][CH3:27])[CH2:17]2)[C:14]#[N:15])[CH:6]=[C:7]([C:9]([F:12])([F:11])[F:10])[CH:8]=1.N1C=CC=CC=1.Cl[C:37]([O:39][CH2:40][CH3:41])=[O:38]. The catalyst is C(Cl)Cl. The product is [CH2:40]([O:39][C:37]([N:19]1[C:20]2[C:25](=[CH:24][CH:23]=[CH:22][CH:21]=2)[N:16]([CH:13]([C:5]2[CH:6]=[C:7]([C:9]([F:11])([F:12])[F:10])[CH:8]=[C:3]([C:2]([F:1])([F:28])[F:29])[CH:4]=2)[C:14]#[N:15])[CH2:17][CH:18]1[CH2:26][CH3:27])=[O:38])[CH3:41]. The yield is 0.520. (4) The reactants are Cl.[Cl:2][C:3]1[CH:8]=[CH:7][C:6]([CH:9]([O:23][CH3:24])[CH:10]2[CH2:15][CH2:14][N:13](C(OC(C)(C)C)=O)[CH2:12][CH2:11]2)=[CH:5][CH:4]=1. The catalyst is CO. The product is [ClH:2].[Cl:2][C:3]1[CH:8]=[CH:7][C:6]([CH:9]([O:23][CH3:24])[CH:10]2[CH2:15][CH2:14][NH:13][CH2:12][CH2:11]2)=[CH:5][CH:4]=1. The yield is 1.08. (5) The reactants are [Cl:1][C:2]1[CH:7]=[C:6]([Cl:8])[CH:5]=[CH:4][C:3]=1[CH2:9][CH2:10][NH:11][C:12]1[N:17]=[C:16]([O:18][CH3:19])[N:15]=[C:14]([C:20]2[CH:21]=[C:22]([C:26]([CH3:31])([CH3:30])[C:27]([OH:29])=[O:28])[CH:23]=[CH:24][CH:25]=2)[CH:13]=1.[P:32](=[O:36])([OH:35])([OH:34])[OH:33]. The catalyst is CO. The product is [P:32](=[O:33])([OH:36])([OH:35])[OH:34].[Cl:1][C:2]1[CH:7]=[C:6]([Cl:8])[CH:5]=[CH:4][C:3]=1[CH2:9][CH2:10][NH:11][C:12]1[N:17]=[C:16]([O:18][CH3:19])[N:15]=[C:14]([C:20]2[CH:21]=[C:22]([C:26]([CH3:31])([CH3:30])[C:27]([OH:29])=[O:28])[CH:23]=[CH:24][CH:25]=2)[CH:13]=1. The yield is 0.956. (6) The reactants are [N:1]1[CH:6]=[CH:5][CH:4]=[CH:3][C:2]=1[CH2:7][C:8]([O:10][CH3:11])=[O:9].[N:12]([O-])=[O:13].[Na+].C(=O)([O-])O.[Na+]. The catalyst is C(O)(=O)C. The product is [CH3:11][O:10][C:8](=[O:9])[C:7](=[N:12][OH:13])[C:2]1[CH:3]=[CH:4][CH:5]=[CH:6][N:1]=1. The yield is 0.830. (7) The reactants are [OH:1][C:2]1[C:11]([N+:12]([O-:14])=[O:13])=[CH:10][CH:9]=[CH:8][C:3]=1[C:4]([O:6][CH3:7])=[O:5].C(O)(=O)C.[Br:19]Br. The catalyst is O. The product is [Br:19][C:9]1[CH:10]=[C:11]([N+:12]([O-:14])=[O:13])[C:2]([OH:1])=[C:3]([CH:8]=1)[C:4]([O:6][CH3:7])=[O:5]. The yield is 0.990. (8) The reactants are [C:1]([C:3]1[CH:8]=[CH:7][C:6]([NH:9][NH2:10])=[CH:5][CH:4]=1)#[N:2].C(O)(=O)C.[F:15][C:16]([F:29])([F:28])[C:17](=[O:27])[CH2:18][C:19]([C:21]1[CH:22]=[N:23][CH:24]=[CH:25][CH:26]=1)=O. The catalyst is C(O)C. The product is [OH:27][C:17]1([C:16]([F:29])([F:15])[F:28])[N:9]([C:6]2[CH:7]=[CH:8][C:3]([C:1]#[N:2])=[CH:4][CH:5]=2)[N:10]=[C:19]([C:21]2[CH:22]=[N:23][CH:24]=[CH:25][CH:26]=2)[CH2:18]1. The yield is 0.180. (9) The reactants are [NH:1]1[C:9]2[C:4](=[CH:5][CH:6]=[CH:7][CH:8]=2)[C:3]([CH2:10][C:11]2[CH:16]=[CH:15][C:14]([NH:17][C:18](=[O:35])[NH:19][CH2:20][CH2:21][N:22]3[CH2:27][CH2:26][N:25]([C:28](OC(C)(C)C)=O)[CH2:24][CH2:23]3)=[CH:13][C:12]=2[CH2:36][CH3:37])=[CH:2]1.FC(F)(F)C(O)=O. The catalyst is C(Cl)Cl. The product is [NH:1]1[C:9]2[C:4](=[CH:5][CH:6]=[CH:7][CH:8]=2)[C:3]([CH2:10][C:11]2[CH:16]=[CH:15][C:14]([NH:17][C:18]([NH:19][CH2:20][CH2:21][N:22]3[CH2:23][CH2:24][N:25]([CH3:28])[CH2:26][CH2:27]3)=[O:35])=[CH:13][C:12]=2[CH2:36][CH3:37])=[CH:2]1. The yield is 0.230. (10) The reactants are Br[C:2]1[CH:3]=[C:4]([CH:18]=[C:19]([O:21]CC2C=CC(OC)=CC=2)[CH:20]=1)[C:5]([C:7]1[CH:8]=[CH:9][C:10]([CH2:13][O:14]C(=O)C)=[N:11][CH:12]=1)=[O:6].[CH3:31][C:32]1[N:37]=[CH:36][C:35]([CH:38]=O)=[CH:34][CH:33]=1.[CH:40]1C=C(Cl)C=C(C(OO)=O)C=1. The catalyst is C(Cl)Cl. The product is [OH:21][C:19]1[CH:18]=[C:4]([C:5]([C:7]2[CH:12]=[N:11][C:10]([CH2:13][OH:14])=[CH:9][CH:8]=2)=[O:6])[CH:3]=[C:2]([C:34]2[CH:33]=[CH:32][CH:31]=[C:36]3[C:35]=2[CH:38]=[CH:40][NH:37]3)[CH:20]=1. The yield is 0.310.